From a dataset of Catalyst prediction with 721,799 reactions and 888 catalyst types from USPTO. Predict which catalyst facilitates the given reaction. (1) Reactant: [C:1]([O:5][C:6](=[O:40])[C@@H:7]([NH:11][C:12]([C@H:14]1[C@H:18]([C:19]2[CH:24]=[CH:23][CH:22]=[C:21]([Cl:25])[CH:20]=2)[C@:17]([C:28]2[CH:33]=[CH:32][C:31]([Cl:34])=[CH:30][CH:29]=2)([C:26]#[N:27])[C@H:16]([CH2:35][C:36]([CH3:39])([CH3:38])[CH3:37])[NH:15]1)=[O:13])[CH:8]([CH3:10])[CH3:9])(C)(C)C.C(OC(=O)[C@@H](NC([C@@H]1[C@@H](C2C=CC=C(Cl)C=2)[C@@](C2C=CC(Cl)=CC=2)(C#N)[C@@H](CC(C)(C)C)N1)=O)C(C)C)(C)(C)C.OS(O)(=O)=O. Product: [CH3:1][O:5][C:6](=[O:40])[C@@H:7]([NH:11][C:12]([C@H:14]1[C@H:18]([C:19]2[CH:24]=[CH:23][CH:22]=[C:21]([Cl:25])[CH:20]=2)[C@:17]([C:28]2[CH:29]=[CH:30][C:31]([Cl:34])=[CH:32][CH:33]=2)([C:26]#[N:27])[C@H:16]([CH2:35][C:36]([CH3:37])([CH3:39])[CH3:38])[NH:15]1)=[O:13])[CH:8]([CH3:10])[CH3:9]. The catalyst class is: 5. (2) Reactant: [Cl:1][C:2]1[CH:3]=[C:4]2[C:8](=[CH:9][CH:10]=1)[NH:7][C:6]([C:11]([NH:13][C@H:14]1[C@@H:19]([NH:20][C:21]([C:23]3[S:24][C:25]4[CH2:26][N:27]([CH3:32])[CH2:28][CH2:29][C:30]=4[N:31]=3)=[O:22])[CH2:18][CH2:17][C@@H:16]([C:33]([O:35]C)=[O:34])[CH2:15]1)=[O:12])=[CH:5]2.[OH-].[Li+:38].O. Product: [Cl:1][C:2]1[CH:3]=[C:4]2[C:8](=[CH:9][CH:10]=1)[NH:7][C:6]([C:11]([NH:13][C@H:14]1[C@@H:19]([NH:20][C:21]([C:23]3[S:24][C:25]4[CH2:26][N:27]([CH3:32])[CH2:28][CH2:29][C:30]=4[N:31]=3)=[O:22])[CH2:18][CH2:17][C@@H:16]([C:33]([O-:35])=[O:34])[CH2:15]1)=[O:12])=[CH:5]2.[Li+:38]. The catalyst class is: 7. (3) Reactant: [NH2:1][C:2]([C:4]1[CH:9]=[C:8]([C:10]([NH:12][CH2:13][C:14]([CH3:17])([CH3:16])[CH3:15])=[O:11])[CH:7]=[CH:6][C:5]=1[C:18]1[C:23]([CH3:24])=[C:22]([F:25])[CH:21]=[C:20]([C:26]([OH:28])=O)[CH:19]=1)=[O:3].CN(C(ON1N=NC2C=CC=CC1=2)=[N+](C)C)C.F[P-](F)(F)(F)(F)F.CCN(CC)CC.[NH2:60][C@H:61]([CH3:64])[CH2:62][OH:63]. Product: [CH3:17][C:14]([CH3:15])([CH3:16])[CH2:13][NH:12][C:10]([C:8]1[CH:9]=[C:4]([C:2]([NH2:1])=[O:3])[C:5]([C:18]2[C:23]([CH3:24])=[C:22]([F:25])[CH:21]=[C:20]([C:26]([NH:60][C@H:61]([CH3:64])[CH2:62][OH:63])=[O:28])[CH:19]=2)=[CH:6][CH:7]=1)=[O:11]. The catalyst class is: 3. (4) Reactant: [N:1]1([C:5]2[CH:6]=[CH:7][C:8]([N+:11]([O-])=O)=[N:9][CH:10]=2)[CH2:4][CH2:3][CH2:2]1. Product: [N:1]1([C:5]2[CH:6]=[CH:7][C:8]([NH2:11])=[N:9][CH:10]=2)[CH2:4][CH2:3][CH2:2]1. The catalyst class is: 29. (5) Product: [CH3:6][N:7]1[CH:11]=[C:10]([C:22]2[CH:30]=[C:29]3[C:25]([CH2:26][CH2:27][N:28]3[C:31](=[O:48])[C@@H:32]([NH:40][C:41](=[O:47])[O:42][C:43]([CH3:44])([CH3:46])[CH3:45])[CH2:33][C:34]3[CH:35]=[CH:36][CH:37]=[CH:38][CH:39]=3)=[CH:24][CH:23]=2)[CH:9]=[N:8]1. The catalyst class is: 587. Reactant: CN(C=O)C.[CH3:6][N:7]1[CH:11]=[C:10](B2OC(C)(C)C(C)(C)O2)[CH:9]=[N:8]1.Br[C:22]1[CH:30]=[C:29]2[C:25]([CH2:26][CH2:27][N:28]2[C:31](=[O:48])[C@@H:32]([NH:40][C:41](=[O:47])[O:42][C:43]([CH3:46])([CH3:45])[CH3:44])[CH2:33][C:34]2[CH:39]=[CH:38][CH:37]=[CH:36][CH:35]=2)=[CH:24][CH:23]=1.C(=O)([O-])[O-].[Na+].[Na+].